From a dataset of Full USPTO retrosynthesis dataset with 1.9M reactions from patents (1976-2016). Predict the reactants needed to synthesize the given product. (1) The reactants are: Br[CH2:2][CH2:3][C:4]1[CH:9]=[CH:8][C:7]([N+:10]([O-:12])=[O:11])=[CH:6][CH:5]=1.[NH2:13][CH2:14][CH2:15][OH:16].C(N(CC)CC)C. Given the product [N+:10]([C:7]1[CH:8]=[CH:9][C:4]([CH2:3][CH2:2][NH:13][CH2:14][CH2:15][OH:16])=[CH:5][CH:6]=1)([O-:12])=[O:11], predict the reactants needed to synthesize it. (2) Given the product [Cl:7][C:8]1[CH:13]=[C:12]([N+:14]([O-:16])=[O:15])[CH:11]=[CH:10][C:9]=1[CH2:17][CH2:18][N:20]([CH2:21][CH3:22])[CH2:23][CH3:24], predict the reactants needed to synthesize it. The reactants are: B.C1COCC1.[Cl:7][C:8]1[CH:13]=[C:12]([N+:14]([O-:16])=[O:15])[CH:11]=[CH:10][C:9]=1[CH2:17][C:18]([N:20]([CH2:23][CH3:24])[CH2:21][CH3:22])=O. (3) Given the product [F:33][CH:2]([F:1])[C:3]1[CH:7]=[C:6]([CH:8]([F:10])[F:9])[N:5]([CH2:11][C:12]([N:14]2[CH2:19][CH2:18][CH:17]([C:20]3[S:21][CH:22]=[C:23]([C:25]4[CH2:29][CH:28]([C:30]([O:32][CH:36]5[CH2:37][CH2:38][CH2:39][CH2:40][CH:35]5[Cl:34])=[O:31])[O:27][N:26]=4)[N:24]=3)[CH2:16][CH2:15]2)=[O:13])[N:4]=1, predict the reactants needed to synthesize it. The reactants are: [F:1][CH:2]([F:33])[C:3]1[CH:7]=[C:6]([CH:8]([F:10])[F:9])[N:5]([CH2:11][C:12]([N:14]2[CH2:19][CH2:18][CH:17]([C:20]3[S:21][CH:22]=[C:23]([C:25]4[CH2:29][CH:28]([C:30]([OH:32])=[O:31])[O:27][N:26]=4)[N:24]=3)[CH2:16][CH2:15]2)=[O:13])[N:4]=1.[Cl:34][CH:35]1[CH2:40][CH2:39][CH2:38][CH2:37][CH:36]1O.Cl.C(N=C=NCCCN(C)C)C.O. (4) Given the product [F:1][C:2]1[CH:7]=[CH:6][C:5]([C:8]2[CH:13]=[CH:12][N:11]=[CH:10][C:9]=2[N:14]([CH2:15][C:16]2[O:17][CH:18]=[C:19]([CH3:21])[N:20]=2)[C:31](=[O:32])[C:30]2[CH:34]=[C:35]([C:37]([F:40])([F:38])[F:39])[CH:36]=[C:28]([S:25]([CH3:24])(=[O:27])=[O:26])[CH:29]=2)=[C:4]([O:22][CH3:23])[CH:3]=1, predict the reactants needed to synthesize it. The reactants are: [F:1][C:2]1[CH:7]=[CH:6][C:5]([C:8]2[CH:13]=[CH:12][N:11]=[CH:10][C:9]=2[NH:14][CH2:15][C:16]2[O:17][CH:18]=[C:19]([CH3:21])[N:20]=2)=[C:4]([O:22][CH3:23])[CH:3]=1.[CH3:24][S:25]([C:28]1[CH:29]=[C:30]([CH:34]=[C:35]([C:37]([F:40])([F:39])[F:38])[CH:36]=1)[C:31](O)=[O:32])(=[O:27])=[O:26]. (5) The reactants are: [CH:1]1[C:6]([C:7]([CH2:9]Br)=O)=[CH:5][CH:4]=[C:3]([OH:11])[CH:2]=1.[NH2:12][C:13]1(C)[CH:18]=[CH:17][CH:16]=[CH:15][NH:14]1.[CH2:20](O)C. Given the product [OH:11][C:3]1[CH:4]=[CH:5][C:6]([C:7]2[N:12]=[C:13]3[C:18]([CH3:20])=[CH:17][CH:16]=[CH:15][N:14]3[CH:9]=2)=[CH:1][CH:2]=1, predict the reactants needed to synthesize it. (6) The reactants are: CC(C)([O-])C.[K+].[CH2:7]1[C:16]2[C:11](=[CH:12][CH:13]=[CH:14][CH:15]=2)[CH2:10][CH2:9][NH:8]1.Br[C:18]1[CH:23]=[C:22]([C:24]([F:27])([F:26])[F:25])[C:21]([NH:28][C:29](=[O:37])[CH2:30][CH2:31][CH:32]2[CH2:36][CH2:35][CH2:34][CH2:33]2)=[C:20]([Cl:38])[CH:19]=1. Given the product [Cl:38][C:20]1[CH:19]=[C:18]([N:8]2[CH2:9][CH2:10][C:11]3[C:16](=[CH:15][CH:14]=[CH:13][CH:12]=3)[CH2:7]2)[CH:23]=[C:22]([C:24]([F:27])([F:26])[F:25])[C:21]=1[NH:28][C:29](=[O:37])[CH2:30][CH2:31][CH:32]1[CH2:36][CH2:35][CH2:34][CH2:33]1, predict the reactants needed to synthesize it. (7) The reactants are: [CH3:1][Si:2]([C:5]#[C:6][C:7]1[CH:12]=[CH:11][C:10]([C:13]2[CH:18]=[CH:17][C:16]([C:19]#[C:20][Si:21]([CH3:24])([CH3:23])[CH3:22])=[CH:15][C:14]=2[N+:25]([O-:27])=[O:26])=[C:9]([N+:28]([O-])=O)[CH:8]=1)([CH3:4])[CH3:3].C(O)(=O)C.[K+].[Br-]. Given the product [NH2:28][C:9]1[CH:8]=[C:7]([C:6]#[C:5][Si:2]([CH3:3])([CH3:4])[CH3:1])[CH:12]=[CH:11][C:10]=1[C:13]1[CH:18]=[CH:17][C:16]([C:19]#[C:20][Si:21]([CH3:24])([CH3:23])[CH3:22])=[CH:15][C:14]=1[N+:25]([O-:27])=[O:26], predict the reactants needed to synthesize it. (8) Given the product [C:1]([O:5][CH2:7][CH2:8][CH2:9][CH2:10][CH2:11][CH2:12][O:13][C:14]1[CH:15]=[C:16]2[C:21](=[CH:22][CH:23]=1)[CH:20]=[C:19]([C:24]([OH:26])=[O:25])[CH:18]=[CH:17]2)(=[O:4])[CH:2]=[CH2:3], predict the reactants needed to synthesize it. The reactants are: [C:1]([OH:5])(=[O:4])[CH:2]=[CH2:3].O[CH2:7][CH2:8][CH2:9][CH2:10][CH2:11][CH2:12][O:13][C:14]1[CH:15]=[C:16]2[C:21](=[CH:22][CH:23]=1)[CH:20]=[C:19]([C:24]([OH:26])=[O:25])[CH:18]=[CH:17]2.O.C1(C)C=CC(S(O)(=O)=O)=CC=1.C1(C=CC(O)=CC=1)O.